From a dataset of NCI-60 drug combinations with 297,098 pairs across 59 cell lines. Regression. Given two drug SMILES strings and cell line genomic features, predict the synergy score measuring deviation from expected non-interaction effect. (1) Drug 1: C1CC(=O)NC(=O)C1N2CC3=C(C2=O)C=CC=C3N. Drug 2: C1=NC2=C(N1)C(=S)N=C(N2)N. Cell line: NCI-H226. Synergy scores: CSS=8.18, Synergy_ZIP=-6.03, Synergy_Bliss=-0.970, Synergy_Loewe=-15.6, Synergy_HSA=-1.05. (2) Drug 1: CCCS(=O)(=O)NC1=C(C(=C(C=C1)F)C(=O)C2=CNC3=C2C=C(C=N3)C4=CC=C(C=C4)Cl)F. Drug 2: C1C(C(OC1N2C=C(C(=O)NC2=O)F)CO)O. Cell line: UACC-257. Synergy scores: CSS=55.3, Synergy_ZIP=-3.42, Synergy_Bliss=-2.29, Synergy_Loewe=-0.949, Synergy_HSA=0.719. (3) Drug 1: CC1=C2C(C(=O)C3(C(CC4C(C3C(C(C2(C)C)(CC1OC(=O)C(C(C5=CC=CC=C5)NC(=O)OC(C)(C)C)O)O)OC(=O)C6=CC=CC=C6)(CO4)OC(=O)C)OC)C)OC. Drug 2: C1C(C(OC1N2C=NC(=NC2=O)N)CO)O. Cell line: A498. Synergy scores: CSS=37.8, Synergy_ZIP=2.53, Synergy_Bliss=3.98, Synergy_Loewe=-13.6, Synergy_HSA=4.06. (4) Drug 1: CN1C(=O)N2C=NC(=C2N=N1)C(=O)N. Drug 2: CN1C2=C(C=C(C=C2)N(CCCl)CCCl)N=C1CCCC(=O)O.Cl. Cell line: NCI-H522. Synergy scores: CSS=1.53, Synergy_ZIP=-0.523, Synergy_Bliss=0.888, Synergy_Loewe=-1.41, Synergy_HSA=-0.631. (5) Drug 1: C1=NC(=NC(=O)N1C2C(C(C(O2)CO)O)O)N. Drug 2: C1=CN(C=N1)CC(O)(P(=O)(O)O)P(=O)(O)O. Cell line: DU-145. Synergy scores: CSS=15.2, Synergy_ZIP=-4.47, Synergy_Bliss=6.26, Synergy_Loewe=-4.35, Synergy_HSA=3.03. (6) Drug 1: CN1CCC(CC1)COC2=C(C=C3C(=C2)N=CN=C3NC4=C(C=C(C=C4)Br)F)OC. Drug 2: CC1=C2C(C(=O)C3(C(CC4C(C3C(C(C2(C)C)(CC1OC(=O)C(C(C5=CC=CC=C5)NC(=O)C6=CC=CC=C6)O)O)OC(=O)C7=CC=CC=C7)(CO4)OC(=O)C)O)C)OC(=O)C. Cell line: DU-145. Synergy scores: CSS=31.9, Synergy_ZIP=1.81, Synergy_Bliss=6.83, Synergy_Loewe=-4.54, Synergy_HSA=7.96.